From a dataset of Forward reaction prediction with 1.9M reactions from USPTO patents (1976-2016). Predict the product of the given reaction. (1) The product is: [NH2:1][C:4]1[CH:13]=[CH:12][CH:11]=[C:10]2[C:5]=1[CH2:6][CH:7]([OH:14])[CH2:8][O:9]2. Given the reactants [N+:1]([C:4]1[CH:13]=[CH:12][CH:11]=[C:10]2[C:5]=1[CH2:6][CH:7]([OH:14])[CH2:8][O:9]2)([O-])=O, predict the reaction product. (2) Given the reactants C([O:3][C:4](=[O:32])/[C:5](/[O:29][CH2:30][CH3:31])=[CH:6]/[C:7]1[CH:12]=[CH:11][C:10]([O:13][CH2:14][C:15]2[N:16]=[C:17]([C:21]3[CH:26]=[CH:25][CH:24]=[CH:23][C:22]=3[CH3:27])[O:18][C:19]=2[CH3:20])=[CH:9][C:8]=1[CH3:28])C.[OH-].[Na+], predict the reaction product. The product is: [CH2:30]([O:29]/[C:5](=[CH:6]\[C:7]1[CH:12]=[CH:11][C:10]([O:13][CH2:14][C:15]2[N:16]=[C:17]([C:21]3[CH:26]=[CH:25][CH:24]=[CH:23][C:22]=3[CH3:27])[O:18][C:19]=2[CH3:20])=[CH:9][C:8]=1[CH3:28])/[C:4]([OH:32])=[O:3])[CH3:31]. (3) Given the reactants [CH2:1]([N:3]1[C:7]([CH3:8])=[C:6]([C:9]2[CH:14]=[CH:13][N:12]=[CH:11][CH:10]=2)[C:5]([CH2:15][CH3:16])=[N:4]1)[CH3:2].[CH2:17](Br)[C:18]1[CH:23]=[CH:22][CH:21]=[CH:20][CH:19]=1.[BH4-].[Na+], predict the reaction product. The product is: [CH2:17]([N:12]1[CH2:13][CH:14]=[C:9]([C:6]2[C:5]([CH2:15][CH3:16])=[N:4][N:3]([CH2:1][CH3:2])[C:7]=2[CH3:8])[CH2:10][CH2:11]1)[C:18]1[CH:23]=[CH:22][CH:21]=[CH:20][CH:19]=1. (4) Given the reactants [CH:1]([C:3]1[CH:15]=[C:14]([C:16]2[S:17][CH:18]=[CH:19][CH:20]=2)[C:13]([O:21][CH3:22])=[CH:12][C:4]=1[O:5][C:6]([CH3:11])([CH3:10])[C:7]([OH:9])=[O:8])=O.[C:23]([C:26]1[CH:34]=[CH:33][C:29]([C:30]([OH:32])=[O:31])=[CH:28][CH:27]=1)(=[O:25])[CH3:24].C[O-].[Li+].Cl, predict the reaction product. The product is: [C:7]([C:6]([CH3:11])([O:5][C:4]1[CH:12]=[C:13]([O:21][CH3:22])[C:14]([C:16]2[S:17][CH:18]=[CH:19][CH:20]=2)=[CH:15][C:3]=1/[CH:1]=[CH:24]/[C:23]([C:26]1[CH:34]=[CH:33][C:29]([C:30]([OH:32])=[O:31])=[CH:28][CH:27]=1)=[O:25])[CH3:10])([OH:9])=[O:8]. (5) Given the reactants Cl.[NH2:2][OH:3].C(N(CC)CC)C.[F:11][C:12]1[CH:29]=[CH:28][CH:27]=[CH:26][C:13]=1[CH2:14][N:15]1[C:19]2=[N:20][CH:21]=[CH:22][CH:23]=[C:18]2[C:17]([C:24]#[N:25])=[N:16]1.O, predict the reaction product. The product is: [F:11][C:12]1[CH:29]=[CH:28][CH:27]=[CH:26][C:13]=1[CH2:14][N:15]1[C:19]2=[N:20][CH:21]=[CH:22][CH:23]=[C:18]2[C:17]([C:24](=[N:2][OH:3])[NH2:25])=[N:16]1. (6) Given the reactants [CH2:1]([O:3][C:4](=[O:19])[CH:5]([C:17]#[N:18])[C:6]1[CH:11]=[CH:10][C:9]([C:12]#[N:13])=[CH:8][C:7]=1[N+:14]([O-])=O)[CH3:2], predict the reaction product. The product is: [CH2:1]([O:3][C:4]([C:5]1[C:6]2[C:7](=[CH:8][C:9]([C:12]#[N:13])=[CH:10][CH:11]=2)[NH:14][C:17]=1[NH2:18])=[O:19])[CH3:2].